Regression. Given two drug SMILES strings and cell line genomic features, predict the synergy score measuring deviation from expected non-interaction effect. From a dataset of NCI-60 drug combinations with 297,098 pairs across 59 cell lines. (1) Drug 1: CCC1(CC2CC(C3=C(CCN(C2)C1)C4=CC=CC=C4N3)(C5=C(C=C6C(=C5)C78CCN9C7C(C=CC9)(C(C(C8N6C=O)(C(=O)OC)O)OC(=O)C)CC)OC)C(=O)OC)O.OS(=O)(=O)O. Drug 2: CN1C(=O)N2C=NC(=C2N=N1)C(=O)N. Cell line: U251. Synergy scores: CSS=53.0, Synergy_ZIP=1.78, Synergy_Bliss=-2.89, Synergy_Loewe=-6.34, Synergy_HSA=-0.0869. (2) Drug 1: C1=NC2=C(N1)C(=S)N=C(N2)N. Drug 2: CC1=CC=C(C=C1)C2=CC(=NN2C3=CC=C(C=C3)S(=O)(=O)N)C(F)(F)F. Cell line: OVCAR-8. Synergy scores: CSS=32.6, Synergy_ZIP=0.151, Synergy_Bliss=-0.746, Synergy_Loewe=-14.4, Synergy_HSA=-0.430. (3) Drug 1: CN1C2=C(C=C(C=C2)N(CCCl)CCCl)N=C1CCCC(=O)O.Cl. Drug 2: C1=NC2=C(N=C(N=C2N1C3C(C(C(O3)CO)O)F)Cl)N. Cell line: SF-268. Synergy scores: CSS=-0.777, Synergy_ZIP=-0.398, Synergy_Bliss=-1.18, Synergy_Loewe=-5.23, Synergy_HSA=-1.82. (4) Drug 1: C1=NC2=C(N1)C(=S)N=CN2. Drug 2: CCN(CC)CCCC(C)NC1=C2C=C(C=CC2=NC3=C1C=CC(=C3)Cl)OC. Cell line: NCI-H522. Synergy scores: CSS=29.9, Synergy_ZIP=-4.16, Synergy_Bliss=-1.18, Synergy_Loewe=-12.6, Synergy_HSA=-0.539. (5) Drug 1: C(CC(=O)O)C(=O)CN.Cl. Drug 2: C(CCl)NC(=O)N(CCCl)N=O. Cell line: MALME-3M. Synergy scores: CSS=3.96, Synergy_ZIP=-7.59, Synergy_Bliss=-6.64, Synergy_Loewe=-8.22, Synergy_HSA=-5.74. (6) Drug 1: C1=NC2=C(N=C(N=C2N1C3C(C(C(O3)CO)O)O)F)N. Drug 2: CC1=C(C=C(C=C1)NC(=O)C2=CC=C(C=C2)CN3CCN(CC3)C)NC4=NC=CC(=N4)C5=CN=CC=C5. Cell line: OVCAR-8. Synergy scores: CSS=20.8, Synergy_ZIP=-0.374, Synergy_Bliss=-0.0152, Synergy_Loewe=-22.8, Synergy_HSA=-1.12.